Regression. Given a target protein amino acid sequence and a drug SMILES string, predict the binding affinity score between them. We predict pKd (pKd = -log10(Kd in M); higher means stronger binding). Dataset: bindingdb_kd. From a dataset of Drug-target binding data from BindingDB using Kd measurements. (1) The small molecule is CC[C@H](C)[C@H](NC(=O)[C@H](CC(=O)O)NC(=O)[C@H](Cc1c[nH]c2ccccc12)NC(=O)[C@H](CCCCN)NC(=O)[C@@H]1CCCN1C(=O)[C@H](CC(C)C)NC(=O)[C@H](CCSC)NC(=O)[C@H](Cc1ccc(O)cc1)NC(=O)[C@H](CC1(C)N=N1)NC(=O)[C@H](CC(N)=O)NC(=O)[C@@H](NC(=O)CCNC(=S)Nc1ccc(-c2c3ccc(=O)cc-3oc3cc(O)ccc23)c(C(=O)O)c1)[C@@H](C)O)C(=O)N1CCC[C@H]1C(N)=O. The target protein (P21645) has sequence MPSIRLADLAQQLDAELHGDGDIVITGVASMQSAQTGHITFMVNPKYREHLGLCQASAVVMTQDDLPFAKSAALVVKNPYLTYARMAQILDTTPQPAQNIAPSAVIDATAKLGNNVSIGANAVIESGVELGDNVIIGAGCFVGKNSKIGAGSRLWANVTIYHEIQIGQNCLIQSGTVVGADGFGYANDRGNWVKIPQIGRVIIGDRVEIGACTTIDRGALDDTIIGNGVIIDNQCQIAHNVVIGDNTAVAGGVIMAGSLKIGRYCMIGGASVINGHMEICDKVTVTGMGMVMRPITEPGVYSSGIPLQPNKVWRKTAALVMNIDDMSKRLKSLERKVNQQD. The pKd is 5.7. (2) The small molecule is CN1C(=O)C(c2ccc(Cl)cc2)=C(c2c[nH]c3cc(Cl)ccc23)C1(O)Cc1ccc(Cl)cc1. The pKd is 4.3. The target protein sequence is MCNTNMSVPTDGAVTTSQIPASEQETLVRPKPLLLKLLKSVGAQKDTYTMKEVLFYLGQYIMTKRLYDEKQQHIVYCSNDLLGDLFGVPSFSVKEHRKIYTMIYRNLVVVNQQESSDS. (3) The compound is N#Cc1ccccc1SC1=C(O)CC(c2c(Cl)cccc2Cl)CC1=O. The target protein (P00338) has sequence MATLKDQLIYNLLKEEQTPQNKITVVGVGAVGMACAISILMKDLADELALVDVIEDKLKGEMMDLQHGSLFLRTPKIVSGKDYNVTANSKLVIITAGARQQEGESRLNLVQRNVNIFKFIIPNVVKYSPNCKLLIVSNPVDILTYVAWKISGFPKNRVIGSGCNLDSARFRYLMGERLGVHPLSCHGWVLGEHGDSSVPVWSGMNVAGVSLKTLHPDLGTDKDKEQWKEVHKQVVESAYEVIKLKGYTSWAIGLSVADLAESIMKNLRRVHPVSTMIKGLYGIKDDVFLSVPCILGQNGISDLVKVTLTSEEEARLKKSADTLWGIQKELQF. The pKd is 6.4.